This data is from Catalyst prediction with 721,799 reactions and 888 catalyst types from USPTO. The task is: Predict which catalyst facilitates the given reaction. (1) Reactant: [F:1][C:2]1([F:21])[O:6][C:5]2[CH:7]=[CH:8][C:9]([N:11]3[CH2:15][C:14](=[CH2:16])[S:13]/[C:12]/3=[N:17]\C(=O)C)=[CH:10][C:4]=2[O:3]1.CB(O)O.C(O)(=O)C. Product: [F:21][C:2]1([F:1])[O:6][C:5]2[CH:7]=[CH:8][C:9]([N:11]3[CH2:15][C:14](=[CH2:16])[S:13][C:12]3=[NH:17])=[CH:10][C:4]=2[O:3]1. The catalyst class is: 25. (2) Reactant: [S:1]1[C:5]2[CH:6]=[C:7]([N:10]3[CH2:14][C:13]([CH3:16])([CH3:15])[NH:12][C:11]3=[O:17])[CH:8]=[CH:9][C:4]=2[N:3]=[CH:2]1.I[C:19]1[CH:20]=[N:21][CH:22]=[CH:23][C:24]=1[CH3:25].N[C@@H]1CCCC[C@H]1N.P([O-])([O-])([O-])=O.[K+].[K+].[K+]. Product: [S:1]1[C:5]2[CH:6]=[C:7]([N:10]3[CH2:14][C:13]([CH3:15])([CH3:16])[N:12]([C:19]4[CH:20]=[N:21][CH:22]=[CH:23][C:24]=4[CH3:25])[C:11]3=[O:17])[CH:8]=[CH:9][C:4]=2[N:3]=[CH:2]1. The catalyst class is: 246. (3) Reactant: [Br:1][C:2]1[CH:7]=[CH:6][C:5]([C:8]2[CH2:12][CH:11]([CH2:13][OH:14])[O:10][N:9]=2)=[CH:4][CH:3]=1.C(N(CC)CC)C.[CH3:22][S:23](Cl)(=[O:25])=[O:24].C(=O)(O)[O-].[Na+]. Product: [CH3:22][S:23]([O:14][CH2:13][CH:11]1[O:10][N:9]=[C:8]([C:5]2[CH:4]=[CH:3][C:2]([Br:1])=[CH:7][CH:6]=2)[CH2:12]1)(=[O:25])=[O:24]. The catalyst class is: 4. (4) Reactant: FC(F)(F)C(O)=O.[CH3:8][N:9]1[CH2:14][CH2:13][N:12]([C:15]2[CH:20]=[CH:19][CH:18]=[CH:17][C:16]=2[C:21](=[O:35])/[CH:22]=[CH:23]/[C:24]2[CH:25]=[C:26](/[CH:30]=[CH:31]/[C:32]([OH:34])=O)[CH:27]=[CH:28][CH:29]=2)[CH2:11][CH2:10]1.C1C=CC2[N:44]([OH:45])N=NC=2C=1.C(Cl)CCl.NOC1CCCCO1. Product: [OH:45][NH:44][C:32](=[O:34])/[CH:31]=[CH:30]/[C:26]1[CH:27]=[CH:28][CH:29]=[C:24](/[CH:23]=[CH:22]/[C:21]([C:16]2[CH:17]=[CH:18][CH:19]=[CH:20][C:15]=2[N:12]2[CH2:13][CH2:14][N:9]([CH3:8])[CH2:10][CH2:11]2)=[O:35])[CH:25]=1. The catalyst class is: 118.